From a dataset of CYP2C19 inhibition data for predicting drug metabolism from PubChem BioAssay. Regression/Classification. Given a drug SMILES string, predict its absorption, distribution, metabolism, or excretion properties. Task type varies by dataset: regression for continuous measurements (e.g., permeability, clearance, half-life) or binary classification for categorical outcomes (e.g., BBB penetration, CYP inhibition). Dataset: cyp2c19_veith. The molecule is N=C(N)SCCN. The result is 0 (non-inhibitor).